From a dataset of Reaction yield outcomes from USPTO patents with 853,638 reactions. Predict the reaction yield, written as a fraction of the theoretical maximum amount of product (1.0 means a 100% yield; for example, 0.34 means a 34% yield). (1) The reactants are Cl[C:2]1[C:7]([N+:8]([O-:10])=[O:9])=[CH:6][CH:5]=[C:4]([O:11][CH3:12])[N:3]=1.[CH3:13][O:14][CH2:15][CH2:16][NH:17][CH2:18][CH2:19][O:20][CH3:21]. The catalyst is C(O)C. The product is [CH3:13][O:14][CH2:15][CH2:16][N:17]([CH2:18][CH2:19][O:20][CH3:21])[C:2]1[C:7]([N+:8]([O-:10])=[O:9])=[CH:6][CH:5]=[C:4]([O:11][CH3:12])[N:3]=1. The yield is 0.906. (2) The reactants are [N:1]([C@@H:4]1[C:10](=[O:11])[NH:9][C:8]2[CH:12]=[CH:13][CH:14]=[CH:15][C:7]=2[O:6][C@@H:5]1[C:16]1[CH:21]=[CH:20][CH:19]=[CH:18][CH:17]=1)=[N+]=[N-].Cl. The catalyst is C(O)C.[Pd]. The product is [NH2:1][C@@H:4]1[C:10](=[O:11])[NH:9][C:8]2[CH:12]=[CH:13][CH:14]=[CH:15][C:7]=2[O:6][C@@H:5]1[C:16]1[CH:17]=[CH:18][CH:19]=[CH:20][CH:21]=1. The yield is 0.950.